Task: Predict the product of the given reaction.. Dataset: Forward reaction prediction with 1.9M reactions from USPTO patents (1976-2016) Given the reactants [Br-].[Br:2][C:3]1[CH:28]=[CH:27][C:6]([CH2:7][P+](C2C=CC=CC=2)(C2C=CC=CC=2)C2C=CC=CC=2)=[CH:5][CH:4]=1.[H-].[Na+].[Cl:31][C:32]1[CH:39]=[CH:38][C:35]([CH:36]=O)=[CH:34][CH:33]=1.O, predict the reaction product. The product is: [Br:2][C:3]1[CH:4]=[CH:5][C:6]([CH:7]=[CH:36][C:35]2[CH:38]=[CH:39][C:32]([Cl:31])=[CH:33][CH:34]=2)=[CH:27][CH:28]=1.